From a dataset of Reaction yield outcomes from USPTO patents with 853,638 reactions. Predict the reaction yield, written as a fraction of the theoretical maximum amount of product (1.0 means a 100% yield; for example, 0.34 means a 34% yield). (1) The reactants are [Cl:1][C:2]1[CH:3]=[C:4]([CH2:9][N:10]([CH3:17])[C:11]2[CH2:15][O:14][C:13](=[O:16])[CH:12]=2)[CH:5]=[N:6][C:7]=1[Cl:8].C(N(CC)CC)C.[Cl:25]N1C(=O)CCC1=O. The catalyst is C(#N)C. The product is [Cl:25][C:12]1[C:13](=[O:16])[O:14][CH2:15][C:11]=1[N:10]([CH2:9][C:4]1[CH:5]=[N:6][C:7]([Cl:8])=[C:2]([Cl:1])[CH:3]=1)[CH3:17]. The yield is 0.670. (2) The reactants are C([O:3][C:4]([C:6]1[CH:36]=[CH:35][C:9]2[N:10]([CH:29]3[CH2:34][CH2:33][CH2:32][CH2:31][CH2:30]3)[C:11]([C:13]3[CH:14]=[C:15]4[C:20](=[CH:21][CH:22]=3)[N:19]=[CH:18][C:17]([C:23]3[CH:28]=[CH:27][CH:26]=[CH:25][CH:24]=3)=[N:16]4)=[N:12][C:8]=2[CH:7]=1)=[O:5])C. The catalyst is C(O)C. The product is [CH:29]1([N:10]2[C:9]3[CH:35]=[CH:36][C:6]([C:4]([OH:5])=[O:3])=[CH:7][C:8]=3[N:12]=[C:11]2[C:13]2[CH:14]=[C:15]3[C:20](=[CH:21][CH:22]=2)[N:19]=[CH:18][C:17]([C:23]2[CH:24]=[CH:25][CH:26]=[CH:27][CH:28]=2)=[N:16]3)[CH2:34][CH2:33][CH2:32][CH2:31][CH2:30]1. The yield is 0.810. (3) The catalyst is C(OCC)C. The reactants are [C:1]([O:4][C:5]1[S:13][C:12]2[CH2:11][CH2:10][N:9]([C@@H:14]([C:19]3[CH:24]=[CH:23][CH:22]=[CH:21][C:20]=3[Cl:25])[C:15]([O:17][CH3:18])=[O:16])[CH2:8][C:7]=2[CH:6]=1)(=[O:3])[CH3:2].Cl. The yield is 0.900. The product is [ClH:25].[C:1]([O:4][C:5]1[S:13][C:12]2[CH2:11][CH2:10][N:9]([C@@H:14]([C:19]3[CH:24]=[CH:23][CH:22]=[CH:21][C:20]=3[Cl:25])[C:15]([O:17][CH3:18])=[O:16])[CH2:8][C:7]=2[CH:6]=1)(=[O:3])[CH3:2].